This data is from Full USPTO retrosynthesis dataset with 1.9M reactions from patents (1976-2016). The task is: Predict the reactants needed to synthesize the given product. (1) Given the product [CH:44]([O:18][C:17](=[O:19])[C@@H:16]([NH:15][C:13]([O:12][CH2:11][C:1]12[CH2:10][CH:5]3[CH2:6][CH:7]([CH2:9][CH:3]([CH2:4]3)[CH2:2]1)[CH2:8]2)=[O:14])[CH2:20][NH:21][C:22]([C:24]1[S:25][C:26]([CH2:29][CH2:30][C:31](=[O:39])[NH:32][C:33]2[NH:34][CH2:35][CH2:36][CH2:37][N:38]=2)=[CH:27][CH:28]=1)=[O:23])([CH3:46])[CH3:45], predict the reactants needed to synthesize it. The reactants are: [C:1]12([CH2:11][O:12][C:13]([NH:15][C@@H:16]([CH2:20][NH:21][C:22]([C:24]3[S:25][C:26]([CH2:29][CH2:30][C:31](=[O:39])[NH:32][C:33]4[NH:34][CH2:35][CH2:36][CH2:37][N:38]=4)=[CH:27][CH:28]=3)=[O:23])[C:17]([OH:19])=[O:18])=[O:14])[CH2:10][CH:5]3[CH2:6][CH:7]([CH2:9][CH:3]([CH2:4]3)[CH2:2]1)[CH2:8]2.S(Cl)(Cl)=O.[CH:44](O)([CH3:46])[CH3:45]. (2) Given the product [CH2:1]([O:3][C:4]1[CH:9]=[CH:8][C:7]([C:10]#[C:11][C:12]2[CH:17]=[CH:16][C:15]([CH2:18][CH2:19][C:20]([NH:24][CH3:23])=[O:22])=[CH:14][CH:13]=2)=[CH:6][CH:5]=1)[CH3:2], predict the reactants needed to synthesize it. The reactants are: [CH2:1]([O:3][C:4]1[CH:9]=[CH:8][C:7]([C:10]#[C:11][C:12]2[CH:17]=[CH:16][C:15]([CH2:18][CH2:19][C:20]([OH:22])=O)=[CH:14][CH:13]=2)=[CH:6][CH:5]=1)[CH3:2].[CH3:23][N:24](C(ON1N=NC2C=CC=CC1=2)=[N+](C)C)C.[B-](F)(F)(F)F.CN.C(=O)([O-])O.[K+].